Task: Predict the reaction yield, written as a fraction of the theoretical maximum amount of product (1.0 means a 100% yield; for example, 0.34 means a 34% yield).. Dataset: Reaction yield outcomes from USPTO patents with 853,638 reactions (1) The reactants are [CH3:1][O:2][C:3]([C:5]1[CH:6]=[C:7]2[C:11](=[CH:12][CH:13]=1)[NH:10][CH:9]=[CH:8]2)=[O:4].C([Mg]Br)C.[CH3:18][C:19]1([CH3:27])[C:21]([CH3:23])([CH3:22])[CH:20]1[C:24](Cl)=[O:25]. The catalyst is ClCCl.[Cl-].[Zn+2].[Cl-]. The product is [CH3:1][O:2][C:3]([C:5]1[CH:6]=[C:7]2[C:11](=[CH:12][CH:13]=1)[NH:10][CH:9]=[C:8]2[C:24]([CH:20]1[C:21]([CH3:23])([CH3:22])[C:19]1([CH3:27])[CH3:18])=[O:25])=[O:4]. The yield is 0.660. (2) The product is [N+:10]([C:5]1[CH:4]=[C:3]([C:2]([F:13])([F:14])[F:1])[CH:9]=[CH:8][C:6]=1[N:7]=[N:44][C:26]1[CH:27]=[C:28]([C:30]([CH3:31])([CH3:32])[CH2:33][C:34]([CH3:37])([CH3:36])[CH3:35])[CH:29]=[C:24]([C:15]([CH3:17])([C:18]2[CH:19]=[CH:20][CH:21]=[CH:22][CH:23]=2)[CH3:16])[C:25]=1[OH:38])([O-:12])=[O:11]. The catalyst is O. The reactants are [F:1][C:2]([F:14])([F:13])[C:3]1[CH:9]=[CH:8][C:6]([NH2:7])=[C:5]([N+:10]([O-:12])=[O:11])[CH:4]=1.[C:15]([C:24]1[CH:29]=[C:28]([C:30]([CH2:33][C:34]([CH3:37])([CH3:36])[CH3:35])([CH3:32])[CH3:31])[CH:27]=[CH:26][C:25]=1[OH:38])([C:18]1[CH:23]=[CH:22][CH:21]=[CH:20][CH:19]=1)([CH3:17])[CH3:16].S(=O)(=O)(O)O.[N:44](OS(=O)(=O)O)=O. The yield is 0.770. (3) The reactants are [CH3:1][C:2]1[CH:8]=[C:7]([O:9][C:10]2[C:11]3[N:18]([CH3:19])[CH:17]=[CH:16][C:12]=3[N:13]=[CH:14][N:15]=2)[CH:6]=[CH:5][C:3]=1[NH2:4].C(N(CC)CC)C.[F:27][C:28]([F:39])([F:38])[C:29]1[CH:30]=[C:31]([N:35]=[C:36]=[O:37])[CH:32]=[CH:33][CH:34]=1. The catalyst is O1CCCC1. The product is [CH3:1][C:2]1[CH:8]=[C:7]([O:9][C:10]2[C:11]3[N:18]([CH3:19])[CH:17]=[CH:16][C:12]=3[N:13]=[CH:14][N:15]=2)[CH:6]=[CH:5][C:3]=1[NH:4][C:36]([NH:35][C:31]1[CH:32]=[CH:33][CH:34]=[C:29]([C:28]([F:27])([F:38])[F:39])[CH:30]=1)=[O:37]. The yield is 0.730. (4) The reactants are [CH2:1]([N:3]1[C:11]2[CH:10]=[CH:9][N:8]=[CH:7][C:6]=2[N:5]=[C:4]1[C:12]1[C:13]([NH2:18])=[N:14][CH:15]=[CH:16][N:17]=1)[CH3:2].[Br:19]N1C(=O)CCC1=O.S([O-])([O-])=O.[Na+].[Na+]. The catalyst is C1COCC1. The product is [Br:19][C:16]1[N:17]=[C:12]([C:4]2[N:3]([CH2:1][CH3:2])[C:11]3[CH:10]=[CH:9][N:8]=[CH:7][C:6]=3[N:5]=2)[C:13]([NH2:18])=[N:14][CH:15]=1. The yield is 0.790. (5) The reactants are [Cl:1][C:2]1[C:3]([O:8][CH2:9][CH:10]2[CH2:13][C:12]([F:15])([F:14])[CH2:11]2)=[N:4][CH:5]=[CH:6][CH:7]=1.[CH3:16][C:17]1([CH3:33])[C:21]([CH3:23])([CH3:22])[O:20][B:19]([B:19]2[O:20][C:21]([CH3:23])([CH3:22])[C:17]([CH3:33])([CH3:16])[O:18]2)[O:18]1.CO. The catalyst is O1CCOCC1.C(C1C=CN=C(C2C=C(C(C)(C)C)C=CN=2)C=1)(C)(C)C. The product is [Cl:1][C:2]1[C:3]([O:8][CH2:9][CH:10]2[CH2:13][C:12]([F:15])([F:14])[CH2:11]2)=[N:4][CH:5]=[C:6]([B:19]2[O:20][C:21]([CH3:23])([CH3:22])[C:17]([CH3:33])([CH3:16])[O:18]2)[CH:7]=1. The yield is 0.860. (6) The reactants are CS(O)(=O)=O.NC[C:8]1[CH:9]=[C:10]2[C:14](=[CH:15][CH:16]=1)[C:13](=[O:17])[N:12](C1CCC(=O)NC1=O)C2.ClC1C=CC=CC=1C(Cl)=O.Cl. The catalyst is C(#N)C. The product is [C:13]([NH2:12])(=[O:17])[C:14]1[CH:15]=[CH:16][CH:8]=[CH:9][CH:10]=1. The yield is 0.590.